This data is from Forward reaction prediction with 1.9M reactions from USPTO patents (1976-2016). The task is: Predict the product of the given reaction. (1) Given the reactants [F:1][CH:2]([F:13])[O:3][C:4]1[CH:11]=[CH:10][C:7]([CH:8]=[O:9])=[CH:6][C:5]=1[OH:12].C(=O)([O-])[O-].[K+].[K+].Br[CH2:21][CH:22]1[CH2:24][CH2:23]1.[OH-].[Na+], predict the reaction product. The product is: [CH:22]1([CH2:21][O:12][C:5]2[CH:6]=[C:7]([CH:10]=[CH:11][C:4]=2[O:3][CH:2]([F:13])[F:1])[CH:8]=[O:9])[CH2:24][CH2:23]1. (2) Given the reactants [CH:1]([N-]C(C)C)(C)C.[Li+].[O:9]=[C:10]1[NH:19][C@H:18]([C:20]2[CH:27]=[CH:26][C:23]([C:24]#[N:25])=[CH:22][C:21]=2[S:28]([CH3:31])(=[O:30])=[O:29])[C:17]2[C:16](=[O:32])[CH2:15][CH2:14][CH2:13][C:12]=2[N:11]1[C:33]1[CH:38]=[CH:37][CH:36]=[C:35]([C:39]([F:42])([F:41])[F:40])[CH:34]=1.CI.O, predict the reaction product. The product is: [CH3:1][N:19]1[C@H:18]([C:20]2[CH:27]=[CH:26][C:23]([C:24]#[N:25])=[CH:22][C:21]=2[S:28]([CH3:31])(=[O:30])=[O:29])[C:17]2[C:16](=[O:32])[CH2:15][CH2:14][CH2:13][C:12]=2[N:11]([C:33]2[CH:38]=[CH:37][CH:36]=[C:35]([C:39]([F:41])([F:42])[F:40])[CH:34]=2)[C:10]1=[O:9]. (3) Given the reactants [ClH:1].Cl.[C:3]([C:6]1[CH:7]=[CH:8][C:9]([F:34])=[C:10](/[CH:12]=[CH:13]/[CH2:14][N:15]([C:21]2[CH:26]=[CH:25][C:24]([O:27][CH:28]3[CH2:33][CH2:32][NH:31][CH2:30][CH2:29]3)=[CH:23][CH:22]=2)[S:16]([CH2:19][CH3:20])(=[O:18])=[O:17])[CH:11]=1)(=[NH:5])[NH2:4].Cl.[C:36](=[NH:41])(OCC)[CH3:37].C(N(CC)CC)C.Cl, predict the reaction product. The product is: [ClH:1].[ClH:1].[C:36]([N:31]1[CH2:30][CH2:29][CH:28]([O:27][C:24]2[CH:25]=[CH:26][C:21]([N:15]([CH2:14]/[CH:13]=[CH:12]/[C:10]3[CH:11]=[C:6]([C:3](=[NH:4])[NH2:5])[CH:7]=[CH:8][C:9]=3[F:34])[S:16]([CH2:19][CH3:20])(=[O:18])=[O:17])=[CH:22][CH:23]=2)[CH2:33][CH2:32]1)(=[NH:41])[CH3:37]. (4) Given the reactants [CH2:1]([O:8][CH2:9][N:10]1[CH:14]=[CH:13][CH:12]=[N:11]1)[C:2]1[CH:7]=[CH:6][CH:5]=[CH:4][CH:3]=1.C([Li])CCC.CN([CH:23]=[O:24])C, predict the reaction product. The product is: [CH2:1]([O:8][CH2:9][N:10]1[C:14]([CH:23]=[O:24])=[CH:13][CH:12]=[N:11]1)[C:2]1[CH:3]=[CH:4][CH:5]=[CH:6][CH:7]=1. (5) The product is: [F:1][C:2]1[CH:3]=[CH:4][C:5]([C:8](=[C:11]([O:13][CH3:14])[CH3:12])[C:9]#[N:10])=[CH:6][CH:7]=1. Given the reactants [F:1][C:2]1[CH:7]=[CH:6][C:5]([CH:8]([C:11](=[O:13])[CH3:12])[C:9]#[N:10])=[CH:4][CH:3]=1.[C:14](OC)(OC)(OC)C, predict the reaction product.